Dataset: Reaction yield outcomes from USPTO patents with 853,638 reactions. Task: Predict the reaction yield, written as a fraction of the theoretical maximum amount of product (1.0 means a 100% yield; for example, 0.34 means a 34% yield). The reactants are [F:1][C:2]1[CH:11]=[C:10]2[C:5]([CH:6]=[CH:7][NH:8][C:9]2=[O:12])=[CH:4][CH:3]=1.CS(O)(=O)=O.[CH3:18][OH:19]. No catalyst specified. The product is [F:1][C:2]1[CH:11]=[C:10]2[C:5]([C:6]([O:19][CH3:18])=[CH:7][NH:8][C:9]2=[O:12])=[CH:4][CH:3]=1. The yield is 0.840.